From a dataset of Forward reaction prediction with 1.9M reactions from USPTO patents (1976-2016). Predict the product of the given reaction. (1) Given the reactants [CH3:1][NH:2][S:3]([C:6]1[CH:11]=[CH:10][CH:9]=[C:8]([O:12][CH2:13][CH2:14][CH2:15]Cl)[CH:7]=1)(=[O:5])=[O:4].[Na+].[I-:18], predict the reaction product. The product is: [CH3:1][NH:2][S:3]([C:6]1[CH:11]=[CH:10][CH:9]=[C:8]([O:12][CH2:13][CH2:14][CH2:15][I:18])[CH:7]=1)(=[O:5])=[O:4]. (2) Given the reactants [Br:1][C:2]1[CH:3]=[C:4]([CH:6]=[C:7]([C:9]([F:12])([F:11])[F:10])[CH:8]=1)[NH2:5].[C:13](OC(=O)C)(=[O:15])[CH3:14], predict the reaction product. The product is: [Br:1][C:2]1[CH:3]=[C:4]([NH:5][C:13](=[O:15])[CH3:14])[CH:6]=[C:7]([C:9]([F:10])([F:11])[F:12])[CH:8]=1. (3) The product is: [NH2:27][C:28]1[C:29]([C:36]([N:38]=[C:39]([NH2:42])[NH:11][CH2:12][CH2:13][CH2:14][CH2:15][CH2:16][CH2:17][CH2:18][CH2:19][CH2:20][CH2:21][CH2:22][C:23]([NH2:25])=[O:24])=[O:37])=[N:30][C:31]([Cl:35])=[C:32]([NH2:34])[N:33]=1. Given the reactants C(N(C(C)C)CC)(C)C.Cl.[NH2:11][CH2:12][CH2:13][CH2:14][CH2:15][CH2:16][CH2:17][CH2:18][CH2:19][CH2:20][CH2:21][CH2:22][C:23]([NH2:25])=[O:24].I.[NH2:27][C:28]1[C:29]([C:36]([NH:38][C:39](=[NH:42])SC)=[O:37])=[N:30][C:31]([Cl:35])=[C:32]([NH2:34])[N:33]=1, predict the reaction product.